This data is from Catalyst prediction with 721,799 reactions and 888 catalyst types from USPTO. The task is: Predict which catalyst facilitates the given reaction. Reactant: [CH3:1][S:2](Cl)(=[O:4])=[O:3].CCN(CC)CC.[CH:13]([C:16]1[N:20]=[C:19]([N:21]2[CH2:26][CH2:25][CH:24]([C@H:27]([CH3:31])[CH2:28][CH2:29][OH:30])[CH2:23][CH2:22]2)[O:18][N:17]=1)([CH3:15])[CH3:14].C([O-])(O)=O.[Na+]. Product: [CH:13]([C:16]1[N:20]=[C:19]([N:21]2[CH2:26][CH2:25][CH:24]([C@H:27]([CH3:31])[CH2:28][CH2:29][O:30][S:2]([CH3:1])(=[O:4])=[O:3])[CH2:23][CH2:22]2)[O:18][N:17]=1)([CH3:15])[CH3:14]. The catalyst class is: 2.